This data is from Full USPTO retrosynthesis dataset with 1.9M reactions from patents (1976-2016). The task is: Predict the reactants needed to synthesize the given product. Given the product [CH3:1][O:2][C:3](=[O:15])[C:4]1[C:5](=[C:10]([NH:32][C:19]2[CH:20]=[CH:21][C:22]([O:24][CH2:25][CH2:26][N:27]3[CH2:31][CH2:30][CH2:29][CH2:28]3)=[CH:23][C:18]=2[O:17][CH3:16])[CH:11]=[CH:12][CH:13]=1)[C:6]([O:8][CH3:9])=[O:7], predict the reactants needed to synthesize it. The reactants are: [CH3:1][O:2][C:3](=[O:15])[C:4]1[C:5](=[C:10](I)[CH:11]=[CH:12][CH:13]=1)[C:6]([O:8][CH3:9])=[O:7].[CH3:16][O:17][C:18]1[CH:23]=[C:22]([O:24][CH2:25][CH2:26][N:27]2[CH2:31][CH2:30][CH2:29][CH2:28]2)[CH:21]=[CH:20][C:19]=1[NH2:32].C1C=CC(P(C2C(C3C(P(C4C=CC=CC=4)C4C=CC=CC=4)=CC=C4C=3C=CC=C4)=C3C(C=CC=C3)=CC=2)C2C=CC=CC=2)=CC=1.C(=O)([O-])[O-].[Cs+].[Cs+].